Predict the reaction yield, written as a fraction of the theoretical maximum amount of product (1.0 means a 100% yield; for example, 0.34 means a 34% yield). From a dataset of Reaction yield outcomes from USPTO patents with 853,638 reactions. (1) The reactants are [C:1]([C:3]1[CH:8]=[CH:7][C:6](Br)=[CH:5][C:4]=1[F:10])#[N:2].[CH3:11][C:12]1([CH3:26])[C:17]2[CH:18]=[C:19](B(O)O)[CH:20]=[CH:21][C:16]=2[NH:15][C:14](=[O:25])[O:13]1.C(=O)([O-])[O-].[Na+].[Na+].[OH-].[Na+]. The catalyst is COCCOC.O.C1C=CC([P]([Pd]([P](C2C=CC=CC=2)(C2C=CC=CC=2)C2C=CC=CC=2)([P](C2C=CC=CC=2)(C2C=CC=CC=2)C2C=CC=CC=2)[P](C2C=CC=CC=2)(C2C=CC=CC=2)C2C=CC=CC=2)(C2C=CC=CC=2)C2C=CC=CC=2)=CC=1. The product is [C:1]([C:3]1[CH:8]=[CH:7][C:6]([C:19]2[CH:20]=[CH:21][C:16]3[NH:15][C:14](=[O:25])[O:13][C:12]([CH3:26])([CH3:11])[C:17]=3[CH:18]=2)=[CH:5][C:4]=1[F:10])#[N:2]. The yield is 0.0600. (2) The reactants are C([O:3][C:4](=[O:36])[C:5]([CH3:35])([O:7][C:8]1[CH:13]=[CH:12][C:11]([O:14][CH:15]([C:17]2[S:21][C:20]([C:22]3[CH:27]=[CH:26][C:25]([C:28]([F:31])([F:30])[F:29])=[C:24]([F:32])[CH:23]=3)=[N:19][C:18]=2[CH3:33])[CH3:16])=[CH:10][C:9]=1[CH3:34])[CH3:6])C.[OH-].[Na+]. The catalyst is CCO. The product is [CH3:6][C:5]([O:7][C:8]1[CH:13]=[CH:12][C:11]([O:14][CH:15]([C:17]2[S:21][C:20]([C:22]3[CH:27]=[CH:26][C:25]([C:28]([F:30])([F:31])[F:29])=[C:24]([F:32])[CH:23]=3)=[N:19][C:18]=2[CH3:33])[CH3:16])=[CH:10][C:9]=1[CH3:34])([CH3:35])[C:4]([OH:36])=[O:3]. The yield is 0.740. (3) The reactants are C([N-]C(C)C)(C)C.[Li+].[CH:9]1([C:13]#[N:14])[CH2:12][CH2:11][CH2:10]1.[Br:15][C:16]1[CH:21]=[CH:20][C:19]([CH2:22]Br)=[C:18]([I:24])[CH:17]=1. The catalyst is C1COCC1. The product is [Br:15][C:16]1[CH:21]=[CH:20][C:19]([CH2:22][C:9]2([C:13]#[N:14])[CH2:12][CH2:11][CH2:10]2)=[C:18]([I:24])[CH:17]=1. The yield is 0.890. (4) The reactants are [Cl:1][C:2]1[CH:7]=[C:6]([C:8]([F:11])([F:10])[F:9])[CH:5]=[CH:4][C:3]=1/[CH:12]=[CH:13]/[N+:14]([O-])=O.[H-].[H-].[H-].[H-].[Li+].[Al+3]. The catalyst is C1COCC1. The product is [Cl:1][C:2]1[CH:7]=[C:6]([C:8]([F:10])([F:11])[F:9])[CH:5]=[CH:4][C:3]=1[CH2:12][CH2:13][NH2:14]. The yield is 0.422. (5) The reactants are C([O:7][CH2:8][C@@H:9]([O:41][C:42]([CH3:45])([CH3:44])[CH3:43])[C:10]1[C:32]([CH3:33])=[CH:31][C:13]2[N:14]=[C:15]([C:17]3[CH:22]=[CH:21][CH:20]=[C:19](OS(C(F)(F)F)(=O)=O)[CH:18]=3)[S:16][C:12]=2[C:11]=1[C:34]1[CH:39]=[CH:38][C:37]([Cl:40])=[CH:36][CH:35]=1)(=O)C(C)(C)C.[CH3:46][O:47][C:48]1[CH:49]=[N:50][CH:51]=[C:52](B2OC(C)(C)C(C)(C)O2)[CH:53]=1.C([O-])([O-])=O.[K+].[K+].[OH-].[Na+]. The catalyst is O1CCOCC1.C1C=CC([P]([Pd]([P](C2C=CC=CC=2)(C2C=CC=CC=2)C2C=CC=CC=2)([P](C2C=CC=CC=2)(C2C=CC=CC=2)C2C=CC=CC=2)[P](C2C=CC=CC=2)(C2C=CC=CC=2)C2C=CC=CC=2)(C2C=CC=CC=2)C2C=CC=CC=2)=CC=1.CO. The product is [C:42]([O:41][C@@H:9]([C:10]1[C:32]([CH3:33])=[CH:31][C:13]2[N:14]=[C:15]([C:17]3[CH:22]=[CH:21][CH:20]=[C:19]([C:52]4[CH:51]=[N:50][CH:49]=[C:48]([O:47][CH3:46])[CH:53]=4)[CH:18]=3)[S:16][C:12]=2[C:11]=1[C:34]1[CH:35]=[CH:36][C:37]([Cl:40])=[CH:38][CH:39]=1)[CH2:8][OH:7])([CH3:43])([CH3:44])[CH3:45]. The yield is 0.620. (6) The reactants are [CH3:1][C:2]1[O:6][N:5]=[C:4]([C:7]2[CH:12]=[CH:11][CH:10]=[C:9]([C:13]([F:16])([F:15])[F:14])[CH:8]=2)[C:3]=1[C:17]([OH:19])=O.Cl.C(N=C=NCCCN(C)C)C.OC1C2N=NNC=2C=CC=1.[N:42]1([C:48]2[CH:53]=[CH:52][CH:51]=[CH:50][C:49]=2[OH:54])[CH2:47][CH2:46][NH:45][CH2:44][CH2:43]1. The product is [OH:54][C:49]1[CH:50]=[CH:51][CH:52]=[CH:53][C:48]=1[N:42]1[CH2:47][CH2:46][N:45]([C:17]([C:3]2[C:4]([C:7]3[CH:12]=[CH:11][CH:10]=[C:9]([C:13]([F:14])([F:15])[F:16])[CH:8]=3)=[N:5][O:6][C:2]=2[CH3:1])=[O:19])[CH2:44][CH2:43]1. No catalyst specified. The yield is 0.590. (7) The reactants are [ClH:1].[CH2:2]([N:9]1[C:14](=[O:15])[C:13]([C:16]2[CH:21]=[CH:20][C:19]([O:22][C:23]3[C:32]4[C:27](=[CH:28][C:29]([O:35][CH2:36][CH2:37][CH2:38][N:39]5[CH2:44][CH2:43][N:42]([CH3:45])[CH2:41][CH2:40]5)=[C:30]([O:33][CH3:34])[CH:31]=4)[N:26]=[CH:25][CH:24]=3)=[C:18]([F:46])[CH:17]=2)=[CH:12][N:11]=[CH:10]1)[C:3]1[CH:8]=[CH:7][CH:6]=[CH:5][CH:4]=1. The catalyst is CCOCC. The product is [ClH:1].[CH2:2]([N:9]1[C:14](=[O:15])[C:13]([C:16]2[CH:21]=[CH:20][C:19]([O:22][C:23]3[C:32]4[C:27](=[CH:28][C:29]([O:35][CH2:36][CH2:37][CH2:38][N:39]5[CH2:44][CH2:43][N:42]([CH3:45])[CH2:41][CH2:40]5)=[C:30]([O:33][CH3:34])[CH:31]=4)[N:26]=[CH:25][CH:24]=3)=[C:18]([F:46])[CH:17]=2)=[CH:12][N:11]=[CH:10]1)[C:3]1[CH:8]=[CH:7][CH:6]=[CH:5][CH:4]=1. The yield is 0.810. (8) The reactants are Cl[C:2]1[N:11]=[C:10]([N:12]2[CH2:17][CH2:16][O:15][CH2:14][CH2:13]2)[C:9]2[C:4](=[CH:5][C:6]([C:18]3[CH:23]=[CH:22][CH:21]=[C:20]([S:24]([CH3:27])(=[O:26])=[O:25])[CH:19]=3)=[CH:7][CH:8]=2)[N:3]=1.[NH2:28][C:29]1[CH:34]=[CH:33][C:32](B2OC(C)(C)C(C)(C)O2)=[CH:31][N:30]=1.C(=O)([O-])[O-].[Cs+].[Cs+].CN(C=O)C. The catalyst is Cl[Pd](Cl)([P](C1C=CC=CC=1)(C1C=CC=CC=1)C1C=CC=CC=1)[P](C1C=CC=CC=1)(C1C=CC=CC=1)C1C=CC=CC=1.O. The product is [CH3:27][S:24]([C:20]1[CH:19]=[C:18]([C:6]2[CH:5]=[C:4]3[C:9]([C:10]([N:12]4[CH2:17][CH2:16][O:15][CH2:14][CH2:13]4)=[N:11][C:2]([C:32]4[CH:33]=[CH:34][C:29]([NH2:28])=[N:30][CH:31]=4)=[N:3]3)=[CH:8][CH:7]=2)[CH:23]=[CH:22][CH:21]=1)(=[O:26])=[O:25]. The yield is 0.740.